This data is from Peptide-MHC class I binding affinity with 185,985 pairs from IEDB/IMGT. The task is: Regression. Given a peptide amino acid sequence and an MHC pseudo amino acid sequence, predict their binding affinity value. This is MHC class I binding data. The peptide sequence is IISTNTLGK. The MHC is HLA-A11:01 with pseudo-sequence HLA-A11:01. The binding affinity (normalized) is 0.551.